This data is from Forward reaction prediction with 1.9M reactions from USPTO patents (1976-2016). The task is: Predict the product of the given reaction. (1) Given the reactants Br[C:2]1[C:10]2[C:9]([NH:11][C@H:12]([C:14]3[N:19]([C:20]4[CH:25]=[CH:24][CH:23]=[CH:22][CH:21]=4)[C:18](=[O:26])[C:17]4=[C:27]([CH3:30])[CH:28]=[CH:29][N:16]4[N:15]=3)[CH3:13])=[N:8][CH:7]=[N:6][C:5]=2[N:4]([CH2:31][O:32][CH2:33][CH2:34][Si:35]([CH3:38])([CH3:37])[CH3:36])[CH:3]=1.CC1(C)C(C)(C)OB([C:47]2[CH:51]=[CH:50][NH:49][N:48]=2)O1.C(=O)([O-])[O-].[Na+].[Na+].O, predict the reaction product. The product is: [NH:48]1[CH:47]=[CH:51][C:50]([C:2]2[C:10]3[C:9]([NH:11][C@H:12]([C:14]4[N:19]([C:20]5[CH:25]=[CH:24][CH:23]=[CH:22][CH:21]=5)[C:18](=[O:26])[C:17]5=[C:27]([CH3:30])[CH:28]=[CH:29][N:16]5[N:15]=4)[CH3:13])=[N:8][CH:7]=[N:6][C:5]=3[N:4]([CH2:31][O:32][CH2:33][CH2:34][Si:35]([CH3:37])([CH3:36])[CH3:38])[CH:3]=2)=[N:49]1. (2) Given the reactants [CH3:1][N:2]1[C:7]2=[CH:8][S:9][C:10](C)=[C:6]2[C:5](=[O:12])[N:4]([CH3:13])[C:3]1=[O:14].[Br:15][C:16]1[CH:21]=[CH:20][C:19]([C:22]2[CH:27]=[CH:26][N:25]=[C:24]([NH2:28])[N:23]=2)=[CH:18][CH:17]=1.CCN=C=NC[CH2:35][CH2:36]N(C)C.Cl.C1C=CC2N([OH:50])N=NC=2C=1, predict the reaction product. The product is: [Br:15][C:16]1[CH:17]=[CH:18][C:19]([C:22]2[CH:27]=[CH:26][N:25]=[C:24]([NH:28][C:35](=[O:50])[CH2:36][C:7]3[C:6]4[C:5](=[O:12])[N:4]([CH3:13])[C:3](=[O:14])[N:2]([CH3:1])[C:10]=4[S:9][CH:8]=3)[N:23]=2)=[CH:20][CH:21]=1. (3) Given the reactants [CH2:1]([O:3][C:4]([C:6]1[NH:18][C:9]2=[N:10][C:11]([Cl:17])=[C:12]([O:14][CH2:15][CH3:16])[CH:13]=[C:8]2[CH:7]=1)=[O:5])[CH3:2].CC(C)([O-])C.[K+].[C:25]([O:29][C:30]([N:32]1[CH2:36][C@H:35]([CH3:37])OS1(=O)=O)=[O:31])([CH3:28])([CH3:27])[CH3:26], predict the reaction product. The product is: [CH2:1]([O:3][C:4]([C:6]1[N:18]([C@H:35]([CH3:37])[CH2:36][NH:32][C:30]([O:29][C:25]([CH3:28])([CH3:27])[CH3:26])=[O:31])[C:9]2=[N:10][C:11]([Cl:17])=[C:12]([O:14][CH2:15][CH3:16])[CH:13]=[C:8]2[CH:7]=1)=[O:5])[CH3:2]. (4) Given the reactants [C:1]([O:5][C:6]([N:8]([CH3:13])[CH2:9][C:10]([OH:12])=O)=[O:7])([CH3:4])([CH3:3])[CH3:2].[Cl:14][C:15]1[CH:16]=[C:17]([NH:21][CH2:22][CH2:23][C:24]#[N:25])[CH:18]=[CH:19][CH:20]=1.C1CCC(N=C=NC2CCCCC2)CC1, predict the reaction product. The product is: [Cl:14][C:15]1[CH:16]=[C:17]([N:21]([CH2:22][CH2:23][C:24]#[N:25])[C:10](=[O:12])[CH2:9][N:8]([CH3:13])[C:6](=[O:7])[O:5][C:1]([CH3:2])([CH3:3])[CH3:4])[CH:18]=[CH:19][CH:20]=1.